From a dataset of Peptide-MHC class II binding affinity with 134,281 pairs from IEDB. Regression. Given a peptide amino acid sequence and an MHC pseudo amino acid sequence, predict their binding affinity value. This is MHC class II binding data. (1) The peptide sequence is TVTVFKIPKKASEGA. The MHC is HLA-DPA10103-DPB10401 with pseudo-sequence HLA-DPA10103-DPB10401. The binding affinity (normalized) is 0.0284. (2) The binding affinity (normalized) is 0.773. The peptide sequence is NSFYYMKGGVNTFLI. The MHC is DRB1_0701 with pseudo-sequence DRB1_0701. (3) The peptide sequence is DHTNFKYNYSVIEGG. The MHC is DRB3_0101 with pseudo-sequence DRB3_0101. The binding affinity (normalized) is 0.165. (4) The peptide sequence is AAATAGTFVYGAFAA. The MHC is HLA-DQA10102-DQB10602 with pseudo-sequence HLA-DQA10102-DQB10602. The binding affinity (normalized) is 0.746. (5) The peptide sequence is AAVPAVGAAAGAPAA. The MHC is DRB1_0101 with pseudo-sequence DRB1_0101. The binding affinity (normalized) is 0.624. (6) The peptide sequence is QFRRVKCKYPEGTKV. The MHC is DRB1_1501 with pseudo-sequence DRB1_1501. The binding affinity (normalized) is 0.245. (7) The peptide sequence is FEAMYLGTCQTLTPM. The MHC is DRB1_1302 with pseudo-sequence DRB1_1302. The binding affinity (normalized) is 0.223. (8) The MHC is DRB1_1302 with pseudo-sequence DRB1_1302. The binding affinity (normalized) is 0.718. The peptide sequence is PVRVPNYNMIIMDEA. (9) The peptide sequence is FIKVRQYDQILIEICGKKAIGTV. The MHC is DRB1_1501 with pseudo-sequence DRB1_1501. The binding affinity (normalized) is 0.565. (10) The peptide sequence is EKKYFAAKQFEPLAA. The MHC is HLA-DPA10201-DPB10501 with pseudo-sequence HLA-DPA10201-DPB10501. The binding affinity (normalized) is 0.824.